This data is from Catalyst prediction with 721,799 reactions and 888 catalyst types from USPTO. The task is: Predict which catalyst facilitates the given reaction. (1) Reactant: C([NH:5][S:6]([C:9]1[S:10][C:11]([C:14]2[CH:19]=[CH:18][CH:17]=[C:16]([C:20]3[N:25]=[C:24]([C:26]([F:29])([F:28])[F:27])[CH:23]=[C:22]([C:30]4[CH:35]=[CH:34][C:33]([Cl:36])=[CH:32][C:31]=4[Cl:37])[N:21]=3)[CH:15]=2)=[CH:12][CH:13]=1)(=[O:8])=[O:7])(C)(C)C.C(O)(C(F)(F)F)=O. Product: [Cl:37][C:31]1[CH:32]=[C:33]([Cl:36])[CH:34]=[CH:35][C:30]=1[C:22]1[CH:23]=[C:24]([C:26]([F:28])([F:27])[F:29])[N:25]=[C:20]([C:16]2[CH:15]=[C:14]([C:11]3[S:10][C:9]([S:6]([NH2:5])(=[O:7])=[O:8])=[CH:13][CH:12]=3)[CH:19]=[CH:18][CH:17]=2)[N:21]=1. The catalyst class is: 4. (2) Reactant: [CH2:1]([N:4]1[C:16]2[CH:15]=[CH:14][C:13]([C:17](=[O:19])[CH3:18])=[CH:12][C:11]=2[C:10]2[C:5]1=[CH:6][CH:7]=[CH:8][CH:9]=2)[CH2:2][CH3:3].[C:20](OCC)(=[O:22])[CH3:21].CC(C)([O-])C.[K+].Cl. Product: [CH2:1]([N:4]1[C:16]2[CH:15]=[CH:14][C:13]([C:17](=[O:19])[CH2:18][C:20](=[O:22])[CH3:21])=[CH:12][C:11]=2[C:10]2[C:5]1=[CH:6][CH:7]=[CH:8][CH:9]=2)[CH2:2][CH3:3]. The catalyst class is: 6. (3) Reactant: [NH2:1][C:2]1[CH:9]=[CH:8][C:5]([CH:6]=O)=[CH:4][CH:3]=1.[CH3:10][S:11]([CH2:14][C:15]#[N:16])(=[O:13])=[O:12].C(NCC)C.C(O)(=O)C. Product: [NH2:1][C:2]1[CH:9]=[CH:8][C:5]([CH:6]=[C:14]([S:11]([CH3:10])(=[O:13])=[O:12])[C:15]#[N:16])=[CH:4][CH:3]=1. The catalyst class is: 8. (4) Reactant: [CH3:1][N:2]([CH3:29])[C:3](=[O:28])[O:4][C:5]1[CH:10]=[CH:9][CH:8]=[C:7]([NH:11][C:12]([C:14]2([O:20][CH2:21][C:22]3[CH:27]=[CH:26][CH:25]=[CH:24][CH:23]=3)[CH2:19][CH2:18][NH:17][CH2:16][CH2:15]2)=[O:13])[CH:6]=1.C(N(CC)C(C)C)(C)C.Cl[C:40]1[C:41]2[C:48]([CH3:49])=[CH:47][NH:46][C:42]=2[N:43]=[CH:44][N:45]=1. Product: [CH3:1][N:2]([CH3:29])[C:3](=[O:28])[O:4][C:5]1[CH:10]=[CH:9][CH:8]=[C:7]([NH:11][C:12]([C:14]2([O:20][CH2:21][C:22]3[CH:23]=[CH:24][CH:25]=[CH:26][CH:27]=3)[CH2:19][CH2:18][N:17]([C:40]3[C:41]4[C:48]([CH3:49])=[CH:47][NH:46][C:42]=4[N:43]=[CH:44][N:45]=3)[CH2:16][CH2:15]2)=[O:13])[CH:6]=1. The catalyst class is: 32. (5) Reactant: Br[CH:2]([C:4]1[O:5][C:6](=[O:11])[C:7]([CH3:10])([CH3:9])[N:8]=1)[CH3:3].[K+].[CH2:13]([O:15][C:16]([S-:18])=[S:17])[CH3:14]. Product: [CH2:13]([O:15][C:16](=[S:17])[S:18][CH:2]([C:4]1[O:5][C:6](=[O:11])[C:7]([CH3:10])([CH3:9])[N:8]=1)[CH3:3])[CH3:14]. The catalyst class is: 10. (6) Reactant: [CH3:1][Si](C=[N+]=[N-])(C)C.[C:8]([SiH2:12][O:13][C:14]([C:30]1[CH:35]=[CH:34][CH:33]=[CH:32][CH:31]=1)([C:24]1[CH:29]=[CH:28][CH:27]=[CH:26][CH:25]=1)[CH:15]([CH:22]=[CH2:23])[C:16]([CH3:21])([CH3:20])[C:17]([OH:19])=[O:18])([CH3:11])([CH3:10])[CH3:9].C(O)(=O)C. Product: [CH3:1][O:18][C:17](=[O:19])[C:16]([CH3:21])([CH3:20])[CH:15]([C:14]([C:24]1[CH:29]=[CH:28][CH:27]=[CH:26][CH:25]=1)([C:30]1[CH:35]=[CH:34][CH:33]=[CH:32][CH:31]=1)[O:13][SiH2:12][C:8]([CH3:9])([CH3:10])[CH3:11])[CH:22]=[CH2:23]. The catalyst class is: 224.